Predict the reaction yield, written as a fraction of the theoretical maximum amount of product (1.0 means a 100% yield; for example, 0.34 means a 34% yield). From a dataset of Reaction yield outcomes from USPTO patents with 853,638 reactions. (1) The reactants are CS(O[CH2:6][CH2:7][C@@:8]1([C:31]2[CH:36]=[CH:35][C:34]([F:37])=[CH:33][CH:32]=2)[O:13][C:12](=[O:14])[N:11]([C@H:15]([C:17]2[CH:22]=[CH:21][C:20]([C:23]3[CH:28]=[CH:27][C:26]([F:29])=[CH:25][C:24]=3[F:30])=[CH:19][CH:18]=2)[CH3:16])[CH2:10][CH2:9]1)(=O)=O.[NH:38]1[CH:42]=[CH:41][N:40]=[C:39]1[NH2:43].C([O-])([O-])=O.[K+].[K+]. The catalyst is C(#N)C. The product is [NH:38]1[CH:42]=[CH:41][N:40]=[C:39]1[NH:43][CH2:6][CH2:7][C@@:8]1([C:31]2[CH:36]=[CH:35][C:34]([F:37])=[CH:33][CH:32]=2)[O:13][C:12](=[O:14])[N:11]([C@H:15]([C:17]2[CH:18]=[CH:19][C:20]([C:23]3[CH:28]=[CH:27][C:26]([F:29])=[CH:25][C:24]=3[F:30])=[CH:21][CH:22]=2)[CH3:16])[CH2:10][CH2:9]1. The yield is 0.170. (2) The reactants are [C:1]([C:3]1[CH:4]=[C:5]([NH2:9])[CH:6]=[CH:7][CH:8]=1)#[CH:2].[C:10]([O:14][C:15](O[C:15]([O:14][C:10]([CH3:13])([CH3:12])[CH3:11])=[O:16])=[O:16])([CH3:13])([CH3:12])[CH3:11].CN(C)CCCN. The catalyst is C1COCC1. The product is [C:10]([O:14][C:15](=[O:16])[NH:9][C:5]1[CH:6]=[CH:7][CH:8]=[C:3]([C:1]#[CH:2])[CH:4]=1)([CH3:13])([CH3:12])[CH3:11]. The yield is 0.970.